This data is from Forward reaction prediction with 1.9M reactions from USPTO patents (1976-2016). The task is: Predict the product of the given reaction. (1) Given the reactants [Cl:1][C:2]1[CH:21]=[CH:20][C:5]([CH2:6][N:7]2[CH2:12][CH2:11][N:10](C(OC(C)(C)C)=O)[CH2:9][CH2:8]2)=[CH:4][C:3]=1[CH2:22][NH:23][C:24]([NH:26][C:27]1[CH:28]=[N:29][C:30]([CH3:33])=[CH:31][CH:32]=1)=[O:25].[ClH:34], predict the reaction product. The product is: [ClH:1].[ClH:34].[ClH:1].[Cl:1][C:2]1[CH:21]=[CH:20][C:5]([CH2:6][N:7]2[CH2:8][CH2:9][NH:10][CH2:11][CH2:12]2)=[CH:4][C:3]=1[CH2:22][NH:23][C:24]([NH:26][C:27]1[CH:28]=[N:29][C:30]([CH3:33])=[CH:31][CH:32]=1)=[O:25]. (2) Given the reactants [K+].[Br-].[CH2:3]([O:10][C:11]([NH:13][C:14]1[C:15](=[O:29])[N:16]([CH2:24][C:25]([O:27][CH3:28])=[O:26])[C:17]([CH2:20][CH2:21][CH2:22][CH3:23])=[CH:18][CH:19]=1)=[O:12])[C:4]1[CH:9]=[CH:8][CH:7]=[CH:6][CH:5]=1, predict the reaction product. The product is: [CH2:3]([O:10][C:11]([NH:13][C:14]1[C:15](=[O:29])[N:16]([CH2:24][C:25]([O:27][CH3:28])=[O:26])[C:17]([CH2:20][CH2:21][C:22]2[CH:6]=[CH:5][CH:4]=[CH:3][CH:23]=2)=[CH:18][CH:19]=1)=[O:12])[C:4]1[CH:9]=[CH:8][CH:7]=[CH:6][CH:5]=1.